This data is from Reaction yield outcomes from USPTO patents with 853,638 reactions. The task is: Predict the reaction yield, written as a fraction of the theoretical maximum amount of product (1.0 means a 100% yield; for example, 0.34 means a 34% yield). (1) The reactants are [CH3:1][O:2][C:3]1[CH:12]=[C:11]2[C:6]([CH2:7][CH2:8][C:9](=O)[CH2:10]2)=[CH:5][CH:4]=1.[N+](C1C=CC=CC=1S([N:26]([CH2:36][C:37]1[CH:42]=[CH:41][CH:40]=[CH:39][N:38]=1)[CH2:27][C:28]1[CH:33]=[CH:32][C:31]([CH2:34][NH2:35])=[CH:30][CH:29]=1)(=O)=O)([O-])=O.[BH3-]C#N.[Na+]. The catalyst is CO.C(OC)(OC)OC.C(O)(=O)C. The product is [N:38]1[CH:39]=[CH:40][CH:41]=[CH:42][C:37]=1[CH2:36][NH:26][CH2:27][C:28]1[CH:29]=[CH:30][C:31]([CH2:34][NH:35][CH:9]2[CH2:8][CH2:7][C:6]3[C:11](=[CH:12][C:3]([O:2][CH3:1])=[CH:4][CH:5]=3)[CH2:10]2)=[CH:32][CH:33]=1. The yield is 0.520. (2) The reactants are [NH:1]1[CH2:6][CH2:5][CH:4]([C:7]2[CH:29]=[CH:28][C:10]([C:11]([NH:13][C:14]3[CH:19]=[CH:18][CH:17]=[CH:16][C:15]=3[NH:20]C(=O)OC(C)(C)C)=[O:12])=[CH:9][CH:8]=2)[CH2:3][CH2:2]1.[NH:30]1[CH:34]=[CH:33][C:32]([CH:35]=O)=[N:31]1.C(O[BH-](OC(=O)C)OC(=O)C)(=O)C.[Na+].Cl. The catalyst is ClCCl.O1CCOCC1. The product is [NH2:20][C:15]1[CH:16]=[CH:17][CH:18]=[CH:19][C:14]=1[NH:13][C:11](=[O:12])[C:10]1[CH:9]=[CH:8][C:7]([CH:4]2[CH2:5][CH2:6][N:1]([CH2:35][C:32]3[CH:33]=[CH:34][NH:30][N:31]=3)[CH2:2][CH2:3]2)=[CH:29][CH:28]=1. The yield is 0.440. (3) The reactants are [CH2:1]([P:3]([CH2:6][CH3:7])[CH2:4][CH3:5])[CH3:2].[O:8](C)[S:9]([C:12]([F:15])([F:14])[F:13])(=[O:11])=[O:10]. The catalyst is CCCCCC. The product is [F:13][C:12]([F:15])([F:14])[S:9]([O-:11])(=[O:10])=[O:8].[CH3:12][P+:3]([CH2:6][CH3:7])([CH2:4][CH3:5])[CH2:1][CH3:2]. The yield is 0.989. (4) The reactants are CS(C)=O.C(Cl)(=O)C(Cl)=O.[F:11][C:12]([S:15][C:16]1[CH:17]=[C:18]([CH2:22][OH:23])[CH:19]=[CH:20][CH:21]=1)([F:14])[F:13].C(N(CC)CC)C. The catalyst is ClCCl.O. The product is [F:11][C:12]([S:15][C:16]1[CH:17]=[C:18]([CH:19]=[CH:20][CH:21]=1)[CH:22]=[O:23])([F:14])[F:13]. The yield is 0.910. (5) No catalyst specified. The reactants are [C:1]1([C:7](=[O:15])[CH2:8][C:9]2[CH:14]=[CH:13][N:12]=[CH:11][CH:10]=2)[CH:6]=[CH:5][CH:4]=[CH:3][CH:2]=1.[C:16](Cl)(=[O:23])[C:17]1[CH:22]=[CH:21][CH:20]=[CH:19][CH:18]=1. The product is [C:16]([O:15][C:7]([C:1]1[CH:6]=[CH:5][CH:4]=[CH:3][CH:2]=1)=[CH:8][C:9]1[CH:10]=[CH:11][N:12]=[CH:13][CH:14]=1)(=[O:23])[C:17]1[CH:22]=[CH:21][CH:20]=[CH:19][CH:18]=1. The yield is 0.620. (6) The reactants are C([N-]C(C)C)(C)C.[Li+].[CH2:9]([O:11][C:12](=[O:22])[CH2:13][O:14][C:15]1[CH:20]=[CH:19][CH:18]=[CH:17][C:16]=1[CH3:21])C.CON(C)[C:26]([C:28]1[CH:33]=[CH:32][N:31]=[C:30]([S:34][CH3:35])[N:29]=1)=[O:27]. The catalyst is C1COCC1. The product is [CH3:9][O:11][C:12](=[O:22])[CH:13]([O:14][C:15]1[CH:20]=[CH:19][CH:18]=[CH:17][C:16]=1[CH3:21])[C:26]([C:28]1[CH:33]=[CH:32][N:31]=[C:30]([S:34][CH3:35])[N:29]=1)=[O:27]. The yield is 0.320. (7) The reactants are [NH2:1][C:2]1[C:3]([C:9]([O:11]C)=O)=[N:4][C:5]([Br:8])=[CH:6][N:7]=1.O.[NH2:14][NH2:15].O. The catalyst is CCO. The product is [NH2:1][C:2]1[C:3]([C:9]([NH:14][NH2:15])=[O:11])=[N:4][C:5]([Br:8])=[CH:6][N:7]=1. The yield is 0.960. (8) The reactants are C(OC(=O)[NH:7][C@@H:8]([CH2:33][S:34][S:35][CH2:36][C@H:37]([NH:62]C(OC(C)(C)C)=O)[C:38]([N:40]1[CH2:45][CH2:44][N:43]2[N:46]=[C:47]([C:49]3[CH:54]=[CH:53][CH:52]=[CH:51][CH:50]=3)[CH:48]=[C:42]2[CH:41]1[CH2:55][CH:56]1[CH2:61][CH2:60][CH2:59][CH2:58][CH2:57]1)=[O:39])[C:9]([N:11]1[CH2:16][CH2:15][N:14]2[N:17]=[C:18]([C:20]3[CH:25]=[CH:24][CH:23]=[CH:22][CH:21]=3)[CH:19]=[C:13]2[CH:12]1[CH2:26][CH:27]1[CH2:32][CH2:31][CH2:30][CH2:29][CH2:28]1)=[O:10])(C)(C)C.Cl.C(Cl)[Cl:73].CO.C1C=C2C(C(O)(O)C(=O)C2=CC=1)=O. The catalyst is C(OCC)(=O)C.C(O)C.CCOCC. The product is [ClH:73].[NH2:62][C@H:37]([C:38]([N:40]1[CH2:45][CH2:44][N:43]2[N:46]=[C:47]([C:49]3[CH:50]=[CH:51][CH:52]=[CH:53][CH:54]=3)[CH:48]=[C:42]2[CH:41]1[CH2:55][CH:56]1[CH2:61][CH2:60][CH2:59][CH2:58][CH2:57]1)=[O:39])[CH2:36][S:35][S:34][CH2:33][C@H:8]([NH2:7])[C:9]([N:11]1[CH2:16][CH2:15][N:14]2[N:17]=[C:18]([C:20]3[CH:25]=[CH:24][CH:23]=[CH:22][CH:21]=3)[CH:19]=[C:13]2[CH:12]1[CH2:26][CH:27]1[CH2:32][CH2:31][CH2:30][CH2:29][CH2:28]1)=[O:10]. The yield is 0.600. (9) The reactants are [N:1]1([C:10]([N:12]2[C:16]3[CH:17]=[CH:18][CH:19]=[CH:20][C:15]=3[N:14]=[N:13]2)=[NH:11])[C:5]2[CH:6]=CC=CC=2N=N1.N1CC[O:24][CH2:23][CH2:22]1. The catalyst is C1COCC1. The product is [N:12]1([C:10]([N:1]2[CH2:5][CH2:6][O:24][CH2:23][CH2:22]2)=[NH:11])[C:16]2[CH:17]=[CH:18][CH:19]=[CH:20][C:15]=2[N:14]=[N:13]1. The yield is 0.800. (10) The catalyst is CO.[Pd]. The product is [NH2:39][C:32]1[CH:31]=[CH:30][C:29]([N:24]([C:5]2[C:4]([CH:1]3[CH2:3][CH2:2]3)=[CH:23][C:8]3[C:9]([C:19](=[O:22])[NH:20][CH3:21])=[C:10]([C:12]4[CH:13]=[CH:14][C:15]([F:18])=[CH:16][CH:17]=4)[O:11][C:7]=3[CH:6]=2)[S:25]([CH3:28])(=[O:27])=[O:26])=[CH:38][C:33]=1[C:34]([O:36][CH3:37])=[O:35]. The yield is 0.980. The reactants are [CH:1]1([C:4]2[C:5]([N:24]([C:29]3[CH:30]=[CH:31][C:32]([N+:39]([O-])=O)=[C:33]([CH:38]=3)[C:34]([O:36][CH3:37])=[O:35])[S:25]([CH3:28])(=[O:27])=[O:26])=[CH:6][C:7]3[O:11][C:10]([C:12]4[CH:17]=[CH:16][C:15]([F:18])=[CH:14][CH:13]=4)=[C:9]([C:19](=[O:22])[NH:20][CH3:21])[C:8]=3[CH:23]=2)[CH2:3][CH2:2]1.